Dataset: Experimental lipophilicity measurements (octanol/water distribution) for 4,200 compounds from AstraZeneca. Task: Regression/Classification. Given a drug SMILES string, predict its absorption, distribution, metabolism, or excretion properties. Task type varies by dataset: regression for continuous measurements (e.g., permeability, clearance, half-life) or binary classification for categorical outcomes (e.g., BBB penetration, CYP inhibition). For this dataset (lipophilicity_astrazeneca), we predict Y. (1) The drug is N=C(N)c1cc2c(I)cccc2s1. The Y is 0.740 logD. (2) The compound is Cn1cnc(-c2ccccc2)c1-c1nc2c(N)ncnc2s1. The Y is 2.69 logD.